This data is from Full USPTO retrosynthesis dataset with 1.9M reactions from patents (1976-2016). The task is: Predict the reactants needed to synthesize the given product. (1) Given the product [OH:41][CH2:38][C:39]#[C:40][C:2]1[CH:3]=[C:4]2[C:5](=[CH:10][C:11]=1[O:12][CH:13]1[CH2:14][CH2:15][N:16]([C:19]([O:21][CH2:3][CH2:2][CH2:11][CH3:10])=[O:20])[CH2:17][CH2:18]1)[N:6]=[C:7]([NH:26][C:27]1[CH:32]=[CH:31][CH:30]=[C:29]([C:33]3[O:37][CH:36]=[N:35][CH:34]=3)[CH:28]=1)[N:8]=[CH:9]2, predict the reactants needed to synthesize it. The reactants are: Br[C:2]1[CH:3]=[C:4]2[C:9](=[CH:10][C:11]=1[O:12][CH:13]1[CH2:18][CH2:17][N:16]([C:19]([O:21]C(C)(C)C)=[O:20])[CH2:15][CH2:14]1)[N:8]=[C:7]([NH:26][C:27]1[CH:32]=[CH:31][CH:30]=[C:29]([C:33]3[O:37][CH:36]=[N:35][CH:34]=3)[CH:28]=1)[N:6]=[CH:5]2.[CH2:38]([OH:41])[C:39]#[CH:40]. (2) Given the product [C:28]([N:25]1[CH2:24][CH2:23][N:22]([C:19]2[CH:18]=[N:17][C:16]([CH2:15][CH2:14][C:11]3[CH:10]=[CH:9][C:8]([CH2:7][CH2:6][N:31]=[N+:32]=[N-:33])=[CH:13][CH:12]=3)=[CH:21][CH:20]=2)[CH2:27][CH2:26]1)(=[O:30])[CH3:29], predict the reactants needed to synthesize it. The reactants are: CS(O[CH2:6][CH2:7][C:8]1[CH:13]=[CH:12][C:11]([CH2:14][CH2:15][C:16]2[CH:21]=[CH:20][C:19]([N:22]3[CH2:27][CH2:26][N:25]([C:28](=[O:30])[CH3:29])[CH2:24][CH2:23]3)=[CH:18][N:17]=2)=[CH:10][CH:9]=1)(=O)=O.[N-:31]=[N+:32]=[N-:33].[Na+].O. (3) Given the product [C:15]([C:14]1[CH:18]=[CH:19][CH:20]=[CH:21][C:13]=1[S:11][C:5]1[CH:4]=[CH:3][C:2]([Cl:1])=[CH:10][C:6]=1[C:7]([OH:9])=[O:8])([OH:17])=[O:16], predict the reactants needed to synthesize it. The reactants are: [Cl:1][C:2]1[CH:3]=[CH:4][C:5]([SH:11])=[C:6]([CH:10]=1)[C:7]([OH:9])=[O:8].S[C:13]1[CH:21]=[CH:20][CH:19]=[CH:18][C:14]=1[C:15]([OH:17])=[O:16].BrC1C=CC=CC=1C(O)=O. (4) Given the product [Br:17][C:4]1[C:5]([CH3:7])=[CH:6][N+:1]([O-:10])=[C:2]([CH3:9])[C:3]=1[CH3:8], predict the reactants needed to synthesize it. The reactants are: [N+:1]1([O-:10])[CH:6]=[C:5]([CH3:7])[CH:4]=[C:3]([CH3:8])[C:2]=1[CH3:9].C([O-])([O-])=O.[K+].[K+].[Br:17]Br.CCOC(C)=O. (5) Given the product [CH:1]1([CH:6]([C:10]2[CH:15]=[CH:14][C:13]([CH2:16][N:17]3[C:22](=[O:23])[CH2:21][O:20][C:19]([C:24]4[CH:29]=[CH:28][CH:27]=[CH:26][CH:25]=4)=[N:18]3)=[CH:12][CH:11]=2)[C:7]([NH:31][CH2:32][CH2:33][CH2:34][CH2:35][CH2:36][CH2:37][C:38]([O:40][CH3:41])=[O:39])=[O:8])[CH2:5][CH2:4][CH2:3][CH2:2]1, predict the reactants needed to synthesize it. The reactants are: [CH:1]1([CH:6]([C:10]2[CH:15]=[CH:14][C:13]([CH2:16][N:17]3[C:22](=[O:23])[CH2:21][O:20][C:19]([C:24]4[CH:29]=[CH:28][CH:27]=[CH:26][CH:25]=4)=[N:18]3)=[CH:12][CH:11]=2)[C:7](O)=[O:8])[CH2:5][CH2:4][CH2:3][CH2:2]1.Cl.[NH2:31][CH2:32][CH2:33][CH2:34][CH2:35][CH2:36][CH2:37][C:38]([O:40][CH3:41])=[O:39].CN(C(ON1N=NC2C=CC=NC1=2)=[N+](C)C)C.F[P-](F)(F)(F)(F)F.N1C=CC=CC=1. (6) Given the product [NH2:29][C:2]1([C:8]([N:10]2[CH2:15][CH2:14][CH2:13][CH2:12][CH2:11]2)=[O:9])[CH:7]=[CH:6][CH:5]=[CH:4][NH:3]1, predict the reactants needed to synthesize it. The reactants are: Cl[C:2]1([C:8]([N:10]2[CH2:15][CH2:14][CH2:13][CH2:12][CH2:11]2)=[O:9])[CH:7]=[CH:6][CH:5]=[CH:4][NH:3]1.C(=[NH:29])(C1C=CC=CC=1)C1C=CC=CC=1.C1(P(C2C=CC=CC=2)C2C=CC3C(=CC=CC=3)C=2C2C3C(=CC=CC=3)C=CC=2P(C2C=CC=CC=2)C2C=CC=CC=2)C=CC=CC=1.CC(C)([O-])C.[Na+].Cl.